From a dataset of Forward reaction prediction with 1.9M reactions from USPTO patents (1976-2016). Predict the product of the given reaction. (1) The product is: [C:22]([O:26][C:27](=[O:28])[NH:29][C:30]1[S:31][C:32]([C:38]2[CH:39]=[CH:40][CH:41]=[CH:42][CH:43]=2)=[CH:33][C:34]=1[C:35]([N:17]1[CH2:18][CH2:19][CH:14]([N:12]2[CH2:13][C:7]3([C:6](=[O:20])[O:5][C:4]([CH3:21])([CH3:3])[CH2:8]3)[O:9][CH2:10][CH2:11]2)[CH2:15][CH2:16]1)=[O:36])([CH3:25])([CH3:23])[CH3:24]. Given the reactants Cl.Cl.[CH3:3][C:4]1([CH3:21])[CH2:8][C:7]2([CH2:13][N:12]([CH:14]3[CH2:19][CH2:18][NH:17][CH2:16][CH2:15]3)[CH2:11][CH2:10][O:9]2)[C:6](=[O:20])[O:5]1.[C:22]([O:26][C:27]([NH:29][C:30]1[S:31][C:32]([C:38]2[CH:43]=[CH:42][CH:41]=[CH:40][CH:39]=2)=[CH:33][C:34]=1[C:35](O)=[O:36])=[O:28])([CH3:25])([CH3:24])[CH3:23], predict the reaction product. (2) Given the reactants [C:1]([N:8]1[CH2:15][CH:14]([OH:16])[CH2:13][C@H:9]1[C:10]([OH:12])=O)([O:3][C:4]([CH3:7])([CH3:6])[CH3:5])=[O:2].C(N=C=NC(C)C)(C)C.ON1C2C=CC=CC=2N=N1.[CH2:36]([CH:43]1[CH2:48][CH2:47][NH:46][CH2:45][CH2:44]1)[C:37]1[CH:42]=[CH:41][CH:40]=[CH:39][CH:38]=1, predict the reaction product. The product is: [C:4]([O:3][C:1]([N:8]1[CH2:15][C@H:14]([OH:16])[CH2:13][C@H:9]1[C:10]([N:46]1[CH2:47][CH2:48][CH:43]([CH2:36][C:37]2[CH:42]=[CH:41][CH:40]=[CH:39][CH:38]=2)[CH2:44][CH2:45]1)=[O:12])=[O:2])([CH3:5])([CH3:6])[CH3:7]. (3) Given the reactants [CH3:1][O:2][C:3]1[CH:12]=[C:11]2[C:6]([C:7]([CH2:14][O:15][C:16]3[CH:21]=[CH:20][CH:19]=[CH:18][CH:17]=3)=[N:8][NH:9][C:10]2=O)=[CH:5][CH:4]=1.P(Cl)(Cl)([Cl:24])=O, predict the reaction product. The product is: [Cl:24][C:10]1[C:11]2[C:6](=[CH:5][CH:4]=[C:3]([O:2][CH3:1])[CH:12]=2)[C:7]([CH2:14][O:15][C:16]2[CH:21]=[CH:20][CH:19]=[CH:18][CH:17]=2)=[N:8][N:9]=1. (4) Given the reactants [N:1]1([CH2:10][C:11]2[N:15]3[CH2:16][CH2:17][O:18][C:19]4[CH:24]=[CH:23][C:22](Br)=[CH:21][C:20]=4[C:14]3=[N:13][C:12]=2[C:26]([NH2:28])=[O:27])[C:9]2[C:4](=[CH:5][CH:6]=[CH:7][CH:8]=2)[CH:3]=[N:2]1.BrC1C=CC2OCCN3C(CN4C=CN=C4C)=C(C(N)=O)N=C3C=2C=1.N1C2C(=CC=CC=2)C=N1.[CH3:63][C:64]([OH:68])([C:66]#[CH:67])[CH3:65], predict the reaction product. The product is: [N:1]1([CH2:10][C:11]2[N:15]3[CH2:16][CH2:17][O:18][C:19]4[CH:24]=[CH:23][C:22]([C:67]#[C:66][C:64]([OH:68])([CH3:65])[CH3:63])=[CH:21][C:20]=4[C:14]3=[N:13][C:12]=2[C:26]([NH2:28])=[O:27])[C:9]2[C:4](=[CH:5][CH:6]=[CH:7][CH:8]=2)[CH:3]=[N:2]1. (5) Given the reactants FC(F)(F)C(O)=O.[Cl:8][C:9]1[N:10]=[CH:11][N:12]([C:14]2[CH:19]=[CH:18][C:17]([NH:20][C:21]3[N:38]=[C:24]4[CH:25]([C:31]5[CH:36]=[CH:35][C:34]([F:37])=[CH:33][CH:32]=5)[CH2:26][C:27](=O)[CH2:28][CH2:29][N:23]4[N:22]=3)=[CH:16][C:15]=2[O:39][CH3:40])[CH:13]=1.[CH3:41][NH:42][CH3:43].C([BH3-])#N.[Na+].C(O)(C(F)(F)F)=O, predict the reaction product. The product is: [Cl:8][C:9]1[N:10]=[CH:11][N:12]([C:14]2[CH:19]=[CH:18][C:17]([NH:20][C:21]3[N:38]=[C:24]4[CH:25]([C:31]5[CH:32]=[CH:33][C:34]([F:37])=[CH:35][CH:36]=5)[CH2:26][CH:27]([N:42]([CH3:43])[CH3:41])[CH2:28][CH2:29][N:23]4[N:22]=3)=[CH:16][C:15]=2[O:39][CH3:40])[CH:13]=1. (6) Given the reactants [BH4-].[Na+].[N+:3]([CH:6]=[CH:7][C:8]1[S:9][CH:10]=[CH:11][CH:12]=1)([O-:5])=[O:4].C(O)(=O)C, predict the reaction product. The product is: [N+:3]([CH2:6][CH2:7][C:8]1[S:9][CH:10]=[CH:11][CH:12]=1)([O-:5])=[O:4]. (7) Given the reactants C([O:8][C:9]1[CH:17]=[CH:16][C:12]([C:13]([OH:15])=O)=[CH:11][CH:10]=1)C1C=CC=CC=1.C(N(C(C)C)CC)(C)C.CN(C(ON1N=NC2C=CC=NC1=2)=[N+](C)C)C.F[P-](F)(F)(F)(F)F.[BrH:51].[Br-].[NH2:53][CH2:54][CH2:55][N+:56]12[CH2:63][CH2:62][CH:59]([CH2:60][CH2:61]1)[C@@H:58]([O:64][C:65](=[O:80])[C:66]([OH:79])([C:73]1[CH:78]=[CH:77][CH:76]=[CH:75][CH:74]=1)[C:67]1[CH:72]=[CH:71][CH:70]=[CH:69][CH:68]=1)[CH2:57]2, predict the reaction product. The product is: [Br-:51].[OH:8][C:9]1[CH:10]=[CH:11][C:12]([C:13]([NH:53][CH2:54][CH2:55][N+:56]23[CH2:63][CH2:62][CH:59]([CH2:60][CH2:61]2)[C@@H:58]([O:64][C:65](=[O:80])[C:66]([OH:79])([C:67]2[CH:72]=[CH:71][CH:70]=[CH:69][CH:68]=2)[C:73]2[CH:74]=[CH:75][CH:76]=[CH:77][CH:78]=2)[CH2:57]3)=[O:15])=[CH:16][CH:17]=1. (8) Given the reactants C([O:5][C:6](=[O:30])[CH2:7][O:8][C:9]1[CH:14]=[CH:13][CH:12]=[C:11]([CH2:15][O:16][C:17]2[C:18]([NH:23][C:24]3[S:25][CH:26]=[C:27]([CH3:29])[N:28]=3)=[N:19][CH:20]=[CH:21][CH:22]=2)[CH:10]=1)(C)(C)C.[F:31][C:32]([F:37])([F:36])[C:33]([OH:35])=[O:34], predict the reaction product. The product is: [F:31][C:32]([F:37])([F:36])[C:33]([OH:35])=[O:34].[CH3:29][C:27]1[N:28]=[C:24]([NH:23][C:18]2[C:17]([O:16][CH2:15][C:11]3[CH:10]=[C:9]([CH:14]=[CH:13][CH:12]=3)[O:8][CH2:7][C:6]([OH:30])=[O:5])=[CH:22][CH:21]=[CH:20][N:19]=2)[S:25][CH:26]=1.